The task is: Predict which catalyst facilitates the given reaction.. This data is from Catalyst prediction with 721,799 reactions and 888 catalyst types from USPTO. (1) Product: [CH:1]1([CH2:7][CH2:8][CH2:9][C@@H:10]([C:19]2[O:23][N:22]=[C:21]([CH2:24][C:25]3[NH:29][CH:28]=[CH:27][N:26]=3)[N:20]=2)[CH2:11][C:12]([OH:14])=[O:13])[CH2:6][CH2:5][CH2:4][CH2:3][CH2:2]1. The catalyst class is: 55. Reactant: [CH:1]1([CH2:7][CH2:8][CH2:9][C@@H:10]([C:19]2[O:23][N:22]=[C:21]([CH2:24][C:25]3[NH:26][CH:27]=[CH:28][N:29]=3)[N:20]=2)[CH2:11][C:12]([O:14]C(C)(C)C)=[O:13])[CH2:6][CH2:5][CH2:4][CH2:3][CH2:2]1. (2) Reactant: Br[C:2]1[CH:3]=[C:4](/[CH:15]=[C:16](\[CH3:22])/[C:17]([O:19][CH2:20][CH3:21])=[O:18])[C:5]([N:8]2[CH2:12][CH:11]([CH3:13])[CH:10]([CH3:14])[CH2:9]2)=[N:6][CH:7]=1.[CH2:23]([O:27][CH2:28][CH2:29][O:30][C:31]1[CH:36]=[CH:35][C:34](OB(O)O)=[CH:33][CH:32]=1)[CH2:24][CH2:25][CH3:26].C(=O)([O-])[O-].[K+].[K+]. Product: [CH2:23]([O:27][CH2:28][CH2:29][O:30][C:31]1[CH:32]=[CH:33][C:34]([C:2]2[CH:3]=[C:4](/[CH:15]=[C:16](\[CH3:22])/[C:17]([O:19][CH2:20][CH3:21])=[O:18])[C:5]([N:8]3[CH2:12][CH:11]([CH3:13])[CH:10]([CH3:14])[CH2:9]3)=[N:6][CH:7]=2)=[CH:35][CH:36]=1)[CH2:24][CH2:25][CH3:26]. The catalyst class is: 460. (3) Reactant: [C-:1]#[N:2].[K+].Br[CH2:5][C:6]1[C:7]([O:13][CH3:14])=[N:8][CH:9]=[CH:10][C:11]=1[CH3:12]. Product: [CH3:14][O:13][C:7]1[C:6]([CH2:5][C:1]#[N:2])=[C:11]([CH3:12])[CH:10]=[CH:9][N:8]=1. The catalyst class is: 5. (4) Reactant: [CH2:1]([O:3][C:4]1[CH:12]=[CH:11][C:7]([C:8]([OH:10])=O)=[CH:6][N:5]=1)[CH3:2].C1N=CN(C(N2C=NC=C2)=O)C=1.CN(C)C=O.CS(O)(=O)=O.[NH2:35][CH2:36][C:37]1[CH:38]=[C:39]2[C:43](=[CH:44][CH:45]=1)[C:42](=[O:46])[N:41]([CH:47]1[CH2:52][CH2:51][C:50](=[O:53])[NH:49][C:48]1=[O:54])[C:40]2=[O:55]. Product: [O:54]=[C:48]1[CH:47]([N:41]2[C:40](=[O:55])[C:39]3[C:43](=[CH:44][CH:45]=[C:37]([CH2:36][NH:35][C:8](=[O:10])[C:7]4[CH:11]=[CH:12][C:4]([O:3][CH2:1][CH3:2])=[N:5][CH:6]=4)[CH:38]=3)[C:42]2=[O:46])[CH2:52][CH2:51][C:50](=[O:53])[NH:49]1. The catalyst class is: 6. (5) Reactant: [C:1]([C:3]1[CH:4]=[C:5]([C:13]([O:15][NH:16]/[C:17](=[N:35]/[H])/[C:18]2[CH:19]=[CH:20][C:21]([CH2:28][CH2:29][C:30]([O:32][CH2:33][CH3:34])=[O:31])=[C:22]3[C:26]=2[N:25]([CH3:27])[CH:24]=[CH:23]3)=O)[CH:6]=[CH:7][C:8]=1[O:9][CH:10]([CH3:12])[CH3:11])#[N:2].CCCC[N+](CCCC)(CCCC)CCCC.[F-].CCOC(C)=O. Product: [C:1]([C:3]1[CH:4]=[C:5]([C:13]2[O:15][N:16]=[C:17]([C:18]3[CH:19]=[CH:20][C:21]([CH2:28][CH2:29][C:30]([O:32][CH2:33][CH3:34])=[O:31])=[C:22]4[C:26]=3[N:25]([CH3:27])[CH:24]=[CH:23]4)[N:35]=2)[CH:6]=[CH:7][C:8]=1[O:9][CH:10]([CH3:12])[CH3:11])#[N:2]. The catalyst class is: 1.